This data is from Full USPTO retrosynthesis dataset with 1.9M reactions from patents (1976-2016). The task is: Predict the reactants needed to synthesize the given product. Given the product [Cl:23][C:19]1[C:2]([I:1])=[CH:3][C:4]2[CH:10]([CH3:11])[CH2:9][N:8]([C:12](=[O:17])[C:13]([F:16])([F:15])[F:14])[CH2:7][CH2:6][C:5]=2[N:18]=1, predict the reactants needed to synthesize it. The reactants are: [I:1][C:2]1[C:19](O)=[N:18][C:5]2[CH2:6][CH2:7][N:8]([C:12](=[O:17])[C:13]([F:16])([F:15])[F:14])[CH2:9][CH:10]([CH3:11])[C:4]=2[CH:3]=1.O=P(Cl)(Cl)[Cl:23].